Task: Predict the product of the given reaction.. Dataset: Forward reaction prediction with 1.9M reactions from USPTO patents (1976-2016) (1) Given the reactants [Cl:1]C1C(C)=C(C=CC=1)N.C1(NC(=O)C)C2CCCCC=2C=CC=1.[Br:24][C:25]1[C:34]2CCC[CH2:30][C:29]=2[C:28]([NH:35][C:36](=[O:38])[CH3:37])=[CH:27][CH:26]=1, predict the reaction product. The product is: [Br:24][C:25]1[CH:26]=[CH:27][C:28]([NH:35][C:36](=[O:38])[CH3:37])=[C:29]([CH3:30])[C:34]=1[Cl:1]. (2) Given the reactants [F:1][C:2]1[CH:9]=[CH:8][C:5]([CH2:6]Br)=[C:4]([C:10]([F:13])([F:12])[F:11])[CH:3]=1.[OH:14][C:15]1[CH:19]=[C:18]([N:20]2[C:24]3[CH:25]=[N:26][CH:27]=[CH:28][C:23]=3[N:22]=[CH:21]2)[S:17][C:16]=1[C:29]([O:31][CH3:32])=[O:30].C(=O)([O-])[O-].[K+].[K+], predict the reaction product. The product is: [F:1][C:2]1[CH:9]=[CH:8][C:5]([CH2:6][O:14][C:15]2[CH:19]=[C:18]([N:20]3[C:24]4[CH:25]=[N:26][CH:27]=[CH:28][C:23]=4[N:22]=[CH:21]3)[S:17][C:16]=2[C:29]([O:31][CH3:32])=[O:30])=[C:4]([C:10]([F:13])([F:12])[F:11])[CH:3]=1. (3) Given the reactants [CH3:1][O:2][C:3]1[CH:8]=[CH:7][CH:6]=[C:5]([CH3:9])[N:4]=1.[N+:10]([O-])([OH:12])=[O:11].S(=O)(=O)(O)O, predict the reaction product. The product is: [CH3:1][O:2][C:3]1[N:4]=[C:5]([CH3:9])[C:6]([N+:10]([O-:12])=[O:11])=[CH:7][CH:8]=1. (4) Given the reactants [Cl:1][C:2]1[C:10]2[C:9]([S:11][CH2:12][C:13]([O-:15])=[O:14])=[N:8][CH:7]=[N:6][C:5]=2[S:4][C:3]=1[CH3:16].[OH-].[Na+], predict the reaction product. The product is: [Cl:1][C:2]1[C:10]2[C:9]([S:11][CH2:12][C:13]([OH:15])=[O:14])=[N:8][CH:7]=[N:6][C:5]=2[S:4][C:3]=1[CH3:16]. (5) Given the reactants [CH3:1][O:2][C:3]1[C:4]([CH:12]=C)=[N:5][C:6]([N+:9]([O-:11])=[O:10])=[CH:7][CH:8]=1.C[OH:15], predict the reaction product. The product is: [CH3:1][O:2][C:3]1[C:4]([CH:12]=[O:15])=[N:5][C:6]([N+:9]([O-:11])=[O:10])=[CH:7][CH:8]=1.